Dataset: Catalyst prediction with 721,799 reactions and 888 catalyst types from USPTO. Task: Predict which catalyst facilitates the given reaction. (1) Reactant: Cl[C:2]1[N:6]([CH2:7][C:8]([O:10][C:11]([CH3:14])([CH3:13])[CH3:12])=[O:9])[C:5]2[CH:15]=[CH:16][CH:17]=[CH:18][C:4]=2[N:3]=1.NC(N)=[S:21]. Product: [C:11]([O:10][C:8](=[O:9])[CH2:7][N:6]1[C:5]2[CH:15]=[CH:16][CH:17]=[CH:18][C:4]=2[N:3]=[C:2]1[SH:21])([CH3:14])([CH3:13])[CH3:12]. The catalyst class is: 5. (2) Reactant: [F:1][C:2]1[C:7]2[O:8][CH2:9][CH2:10][O:11][C:6]=2[CH:5]=[C:4]([CH:12]([C:15](=O)[CH3:16])[C:13]#[N:14])[CH:3]=1.Cl.Cl.[NH2:20][NH2:21].C(N(CC)CC)C. Product: [F:1][C:2]1[C:7]2[O:8][CH2:9][CH2:10][O:11][C:6]=2[CH:5]=[C:4]([C:12]2[C:15]([CH3:16])=[N:20][NH:21][C:13]=2[NH2:14])[CH:3]=1. The catalyst class is: 8. (3) Product: [Cl:34][C:35]1[CH:36]=[CH:37][C:38]([S:41]([CH:44]([C:51]2[CH:56]=[C:55]([F:57])[CH:54]=[CH:53][C:52]=2[F:58])[CH2:45][CH2:7][CH2:6][NH:3][C:4](=[O:14])[O:63][C:60]([CH3:62])([CH3:61])[CH3:59])(=[O:43])=[O:42])=[CH:39][CH:40]=1. The catalyst class is: 665. Reactant: C([N:3]([CH2:6][CH3:7])[CH2:4]C)C.C1C=CC([O:14]P(OC2C=CC=CC=2)(N=[N+]=[N-])=O)=CC=1.C1(C)C=CC=CC=1.[Cl:34][C:35]1[CH:40]=[CH:39][C:38]([S:41]([CH:44]([C:51]2[CH:56]=[C:55]([F:57])[CH:54]=[CH:53][C:52]=2[F:58])[CH2:45]CCC(O)=O)(=[O:43])=[O:42])=[CH:37][CH:36]=1.[CH3:59][C:60]([OH:63])([CH3:62])[CH3:61]. (4) Reactant: C([Li])(C)(C)C.[F:6][C:7]1[CH:12]=[C:11](I)[CH:10]=[C:9]([F:14])[C:8]=1[O:15][CH3:16].[Br:17][C:18]1[CH:19]=[C:20]([C:25]([C:33]2[C:34]([C:39]#[N:40])=[N:35][CH:36]=[CH:37][CH:38]=2)=[N:26]S(C(C)(C)C)=O)[CH:21]=[CH:22][C:23]=1[F:24].Cl.CO. Product: [Br:17][C:18]1[CH:19]=[C:20]([C:25]2([C:11]3[CH:12]=[C:7]([F:6])[C:8]([O:15][CH3:16])=[C:9]([F:14])[CH:10]=3)[C:33]3[C:34](=[N:35][CH:36]=[CH:37][CH:38]=3)[C:39]([NH2:40])=[N:26]2)[CH:21]=[CH:22][C:23]=1[F:24]. The catalyst class is: 1. (5) Product: [Cl:1][C:2]1[N:7]=[CH:6][C:5]([O:8][CH2:9][CH2:10][CH2:11][CH2:12][CH2:13][CH2:14][CH2:15][CH3:16])=[CH:4][N:3]=1. Reactant: [Cl:1][C:2]1[N:7]=[CH:6][C:5]([OH:8])=[CH:4][N:3]=1.[CH2:9](O)[CH2:10][CH2:11][CH2:12][CH2:13][CH2:14][CH2:15][CH3:16].C1C=CC(P(C2C=CC=CC=2)C2C=CC=CC=2)=CC=1.C(N(CC)CC)C.CC(OC(/N=N/C(OC(C)C)=O)=O)C. The catalyst class is: 1. (6) Reactant: C[O:2][C:3](=[O:19])[C:4]1[CH:9]=[CH:8][CH:7]=[CH:6][C:5]=1[NH:10][CH2:11][C:12]1[CH:17]=[CH:16][N:15]=[C:14]([Br:18])[CH:13]=1.[OH-].[Na+].C(OCC)(=O)C.Cl. Product: [Br:18][C:14]1[CH:13]=[C:12]([CH2:11][NH:10][C:5]2[CH:6]=[CH:7][CH:8]=[CH:9][C:4]=2[C:3]([OH:19])=[O:2])[CH:17]=[CH:16][N:15]=1. The catalyst class is: 8. (7) Reactant: [NH:1]1[CH2:6][CH2:5][CH:4]([C:7]2[CH:15]=[CH:14][CH:13]=[C:12]3[C:8]=2[CH2:9][C:10](=[O:16])[NH:11]3)[CH2:3][CH2:2]1.[CH3:17][N:18]1[CH2:23][CH2:22][C:21]2=[C:24]([CH:27]=O)[NH:25][CH:26]=[C:20]2[C:19]1=[O:29]. Product: [CH3:17][N:18]1[CH2:23][CH2:22][C:21]2=[C:24]([CH:27]=[C:9]3[C:8]4[C:12](=[CH:13][CH:14]=[CH:15][C:7]=4[CH:4]4[CH2:3][CH2:2][NH:1][CH2:6][CH2:5]4)[NH:11][C:10]3=[O:16])[NH:25][CH:26]=[C:20]2[C:19]1=[O:29]. The catalyst class is: 495. (8) Product: [I-:45].[CH:38]([NH:41][C:42]([O:43][CH2:44][N+:34]1([CH3:37])[CH2:33][CH2:32][N:31]([CH2:30][C:27]2[CH:26]=[CH:25][C:24]([C:22](=[O:23])[NH:21][C:5]3[CH:4]=[CH:3][C:2]([CH3:1])=[C:7]([NH:8][C:9]4[N:14]=[C:13]([C:15]5[CH:20]=[N:19][CH:18]=[CH:17][CH:16]=5)[CH:12]=[CH:11][N:10]=4)[CH:6]=3)=[CH:29][CH:28]=2)[CH2:36][CH2:35]1)=[O:46])([CH3:40])[CH3:39]. The catalyst class is: 2. Reactant: [CH3:1][C:2]1[CH:3]=[CH:4][C:5]([NH:21][C:22]([C:24]2[CH:25]=[CH:26][C:27]([CH2:30][N:31]3[CH2:36][CH2:35][N:34]([CH3:37])[CH2:33][CH2:32]3)=[CH:28][CH:29]=2)=[O:23])=[CH:6][C:7]=1[NH:8][C:9]1[N:10]=[CH:11][CH:12]=[C:13]([C:15]2[CH:16]=[CH:17][CH:18]=[N:19][CH:20]=2)[N:14]=1.[CH:38]([NH:41][C:42](=[O:46])[O:43][CH2:44][I:45])([CH3:40])[CH3:39]. (9) Reactant: [CH2:1]([N:5]1[C:13]2[C:8](=[CH:9][C:10]([O:14][C:15]3[CH:20]=[CH:19][CH:18]=[CH:17][C:16]=3[CH2:21][C:22](O)=[O:23])=[CH:11][CH:12]=2)[CH:7]=[N:6]1)[CH:2]([CH3:4])[CH3:3].C1CN([P+](ON2N=NC3C=CC=CC2=3)(N2CCCC2)N2CCCC2)CC1.F[P-](F)(F)(F)(F)F.CCN(C(C)C)C(C)C.[N:67]1([C:73]2[CH:78]=[CH:77][C:76]([NH2:79])=[CH:75][CH:74]=2)[CH2:72][CH2:71][O:70][CH2:69][CH2:68]1.C(O)C(N)(CO)CO. Product: [CH2:1]([N:5]1[C:13]2[C:8](=[CH:9][C:10]([O:14][C:15]3[CH:20]=[CH:19][CH:18]=[CH:17][C:16]=3[CH2:21][C:22]([NH:79][C:76]3[CH:75]=[CH:74][C:73]([N:67]4[CH2:68][CH2:69][O:70][CH2:71][CH2:72]4)=[CH:78][CH:77]=3)=[O:23])=[CH:11][CH:12]=2)[CH:7]=[N:6]1)[CH:2]([CH3:4])[CH3:3]. The catalyst class is: 22.